This data is from Forward reaction prediction with 1.9M reactions from USPTO patents (1976-2016). The task is: Predict the product of the given reaction. (1) Given the reactants [Cl:1][C:2]1[C:3](F)=[CH:4][C:5]([F:28])=[C:6]([S:8]([N:11]([CH2:17][C:18]2[CH:23]=[CH:22][C:21]([O:24][CH3:25])=[CH:20][C:19]=2[O:26][CH3:27])[C:12]2[S:13][CH:14]=[N:15][N:16]=2)(=[O:10])=[O:9])[CH:7]=1.C(=O)([O-])[O-].[K+].[K+].[CH3:36][O:37][C:38]1[CH:43]=[CH:42][C:41]([SH:44])=[CH:40][CH:39]=1, predict the reaction product. The product is: [Cl:1][C:2]1[C:3]([S:44][C:41]2[CH:42]=[CH:43][C:38]([O:37][CH3:36])=[CH:39][CH:40]=2)=[CH:4][C:5]([F:28])=[C:6]([S:8]([N:11]([CH2:17][C:18]2[CH:23]=[CH:22][C:21]([O:24][CH3:25])=[CH:20][C:19]=2[O:26][CH3:27])[C:12]2[S:13][CH:14]=[N:15][N:16]=2)(=[O:9])=[O:10])[CH:7]=1. (2) Given the reactants [CH3:1][O:2][C:3]1[C:11]2[NH:10][C:9](=O)[N:8]([CH3:13])[C:7]=2[CH:6]=[CH:5][CH:4]=1.N.P(Cl)(Cl)([Cl:17])=O, predict the reaction product. The product is: [Cl:17][C:9]1[N:8]([CH3:13])[C:7]2[CH:6]=[CH:5][CH:4]=[C:3]([O:2][CH3:1])[C:11]=2[N:10]=1. (3) Given the reactants [F:1][C:2]1[CH:7]=[C:6]([CH3:8])[C:5]([S:9][CH2:10][C:11]([F:14])([F:13])[F:12])=[CH:4][C:3]=1[N:15]1[C:19]([C:20]([O:22]CC)=[O:21])=[CH:18][C:17]([O:25][CH2:26][C:27]([F:33])([F:32])[C:28]([F:31])([F:30])[F:29])=[N:16]1.[OH-].[K+].Cl, predict the reaction product. The product is: [F:1][C:2]1[CH:7]=[C:6]([CH3:8])[C:5]([S:9][CH2:10][C:11]([F:13])([F:12])[F:14])=[CH:4][C:3]=1[N:15]1[C:19]([C:20]([OH:22])=[O:21])=[CH:18][C:17]([O:25][CH2:26][C:27]([F:32])([F:33])[C:28]([F:29])([F:30])[F:31])=[N:16]1. (4) Given the reactants Br[C:2]1[S:6][C:5]([CH2:7][C@@H:8]([C:17]([O:19][CH3:20])=[O:18])[NH:9][C:10]([O:12][C:13]([CH3:16])([CH3:15])[CH3:14])=[O:11])=[CH:4][CH:3]=1.C(C1N=C([CH2:30][NH:31][C:32](=[O:38])[O:33][C:34]([CH3:37])([CH3:36])[CH3:35])C=CC=1)C=C.[CH3:39][C:40]1C(P(C2C(C)=CC=CC=2)C2C(C)=CC=CC=2)=CC=CC=1.CC[N:63]([CH:67]([CH3:69])[CH3:68])[CH:64]([CH3:66])C.[C:70](#N)C, predict the reaction product. The product is: [C:13]([O:12][C:10]([NH:9][C@H:8]([C:17]([O:19][CH3:20])=[O:18])[CH2:7][C:5]1[S:6][C:2]([CH:39]=[CH:40][CH2:69][C:67]2[CH:68]=[CH:70][CH:66]=[C:64]([N:31]([C:32]([O:33][C:34]([CH3:37])([CH3:36])[CH3:35])=[O:38])[CH3:30])[N:63]=2)=[CH:3][CH:4]=1)=[O:11])([CH3:16])([CH3:15])[CH3:14]. (5) Given the reactants [CH3:1][O:2][C:3]([NH:5][C@@H:6]([CH:53]([CH3:55])[CH3:54])[C:7]([N:9]1[CH2:13][CH2:12][CH2:11][C@H:10]1[C:14]1[NH:18][C:17]2[C:19]3[C:24]([CH:25]=[CH:26][C:16]=2[N:15]=1)=[CH:23][C:22]([C:27]1[S:31][C:30]2[CH:32]=[C:33]([C:36]4[NH:40][C:39]([C@@H:41]5[CH2:45][CH2:44][CH2:43][N:42]5C(OC(C)(C)C)=O)=[N:38][CH:37]=4)[CH:34]=[CH:35][C:29]=2[CH:28]=1)=[CH:21][CH:20]=3)=[O:8])=[O:4].Cl.[CH3:57][O:58][C:59]([NH:61][C@H:62]([C:66]1[CH:71]=[CH:70][CH:69]=[CH:68][CH:67]=1)[C:63]([OH:65])=O)=[O:60].CCOC(C(C#N)=NOC(N1CCOCC1)=[N+](C)C)=O.F[P-](F)(F)(F)(F)F.CCN(C(C)C)C(C)C, predict the reaction product. The product is: [CH3:1][O:2][C:3]([NH:5][C@@H:6]([CH:53]([CH3:55])[CH3:54])[C:7]([N:9]1[CH2:13][CH2:12][CH2:11][C@H:10]1[C:14]1[NH:18][C:17]2[C:19]3[C:24]([CH:25]=[CH:26][C:16]=2[N:15]=1)=[CH:23][C:22]([C:27]1[S:31][C:30]2[CH:32]=[C:33]([C:36]4[NH:40][C:39]([C@@H:41]5[CH2:45][CH2:44][CH2:43][N:42]5[C:63](=[O:65])[C@H:62]([NH:61][C:59](=[O:60])[O:58][CH3:57])[C:66]5[CH:71]=[CH:70][CH:69]=[CH:68][CH:67]=5)=[N:38][CH:37]=4)[CH:34]=[CH:35][C:29]=2[CH:28]=1)=[CH:21][CH:20]=3)=[O:8])=[O:4]. (6) Given the reactants [NH2:1][C@H:2]([C:16]([O:18][CH3:19])=[O:17])[CH2:3][N:4]([C:9]([O:11][C:12]([CH3:15])([CH3:14])[CH3:13])=[O:10])[CH2:5][C:6](O)=[O:7].C1CCC(N=C=NC2CCCCC2)CC1.CCN(CC)CC, predict the reaction product. The product is: [O:7]=[C:6]1[CH2:5][N:4]([C:9]([O:11][C:12]([CH3:15])([CH3:14])[CH3:13])=[O:10])[CH2:3][C@@H:2]([C:16]([O:18][CH3:19])=[O:17])[NH:1]1. (7) Given the reactants [CH2:1]([O:8][C:9]([NH:11][C@@H:12]([CH2:17][C:18]1[CH:23]=[CH:22][C:21]([B:24]2[O:28]C(C)(C)C(C)(C)[O:25]2)=[C:20]([CH3:33])[CH:19]=1)[C:13]([O:15][CH3:16])=[O:14])=[O:10])[C:2]1[CH:7]=[CH:6][CH:5]=[CH:4][CH:3]=1.I([O-])(=O)(=O)=O.[Na+].O1CCCC1.C([O-])(=O)C.[NH4+], predict the reaction product. The product is: [CH2:1]([O:8][C:9]([NH:11][C@H:12]([C:13]([O:15][CH3:16])=[O:14])[CH2:17][C:18]1[CH:23]=[CH:22][C:21]([B:24]([OH:28])[OH:25])=[C:20]([CH3:33])[CH:19]=1)=[O:10])[C:2]1[CH:7]=[CH:6][CH:5]=[CH:4][CH:3]=1. (8) Given the reactants F[P-](F)(F)(F)(F)F.N1(O[P+](N(C)C)(N(C)C)N(C)C)C2C=CC=CC=2N=N1.O.ON1C2C=CC=CC=2N=N1.C(N(CC)CC)C.[N:46]1[C:55]2[C:50](=[CH:51][CH:52]=[CH:53][C:54]=2[C:56]([OH:58])=O)[CH:49]=[CH:48][CH:47]=1.[NH2:59][C:60]1[CH:61]=[CH:62][CH:63]=[C:64]2[C:69]=1[N:68]=[CH:67][CH:66]=[CH:65]2, predict the reaction product. The product is: [N:68]1[C:69]2[C:64](=[CH:63][CH:62]=[CH:61][C:60]=2[NH:59][C:56]([C:54]2[CH:53]=[CH:52][CH:51]=[C:50]3[C:55]=2[N:46]=[CH:47][CH:48]=[CH:49]3)=[O:58])[CH:65]=[CH:66][CH:67]=1. (9) Given the reactants [CH3:1][O:2][C:3]1[C:10]([C:11]2[S:12][CH:13]=[CH:14][CH:15]=2)=[CH:9][C:6]([CH:7]=O)=[C:5]([O:16][CH2:17][CH2:18][N:19]2[CH2:24][CH2:23][O:22][CH2:21][CH2:20]2)[CH:4]=1.[C:25]([C:28]1[CH:36]=[CH:35][C:31]([C:32]([OH:34])=[O:33])=[CH:30][CH:29]=1)(=[O:27])[CH3:26].C[O-].[Li+].[ClH:40], predict the reaction product. The product is: [ClH:40].[CH3:1][O:2][C:3]1[C:10]([C:11]2[S:12][CH:13]=[CH:14][CH:15]=2)=[CH:9][C:6](/[CH:7]=[CH:26]/[C:25]([C:28]2[CH:36]=[CH:35][C:31]([C:32]([OH:34])=[O:33])=[CH:30][CH:29]=2)=[O:27])=[C:5]([O:16][CH2:17][CH2:18][N:19]2[CH2:24][CH2:23][O:22][CH2:21][CH2:20]2)[CH:4]=1. (10) Given the reactants [Si]([O:8][CH2:9][C@H:10]1[O:14][C@@H:13]([N:15]2[CH:22]=[CH:21][C:19](=[O:20])[NH:18][C:16]2=[O:17])[C@H:12]([O:23][CH3:24])[C@@H:11]1[O:25][C:26]([C:41]1[CH:46]=[CH:45][CH:44]=[CH:43][CH:42]=1)([C:35]1[CH:40]=[CH:39][CH:38]=[CH:37][CH:36]=1)[C:27]1[CH:32]=[CH:31][C:30]([O:33][CH3:34])=[CH:29][CH:28]=1)(C(C)(C)C)(C)C, predict the reaction product. The product is: [CH3:34][O:33][C:30]1[CH:29]=[CH:28][C:27]([C:26]([O:25][C@@H:11]2[C@@H:10]([CH2:9][OH:8])[O:14][C@@H:13]([N:15]3[CH:22]=[CH:21][C:19](=[O:20])[NH:18][C:16]3=[O:17])[C@@H:12]2[O:23][CH3:24])([C:35]2[CH:36]=[CH:37][CH:38]=[CH:39][CH:40]=2)[C:41]2[CH:42]=[CH:43][CH:44]=[CH:45][CH:46]=2)=[CH:32][CH:31]=1.